Task: Predict the reactants needed to synthesize the given product.. Dataset: Retrosynthesis with 50K atom-mapped reactions and 10 reaction types from USPTO The reactants are: CC(=O)Cl.CC(C)(C)[Si](C)(C)CC1CN2CCNCC2CN1. Given the product CC(=O)N1CCN2CC(C[Si](C)(C)C(C)(C)C)NCC2C1, predict the reactants needed to synthesize it.